From a dataset of Forward reaction prediction with 1.9M reactions from USPTO patents (1976-2016). Predict the product of the given reaction. (1) Given the reactants [CH:1]([N:4]=C=NC(C)C)(C)C.[C:10]([O:14][C:15]([N:17]1[CH2:22][CH2:21][N:20]([C:23]2[S:24][CH:25]=[C:26]([C:28](O)=[O:29])[N:27]=2)[CH:19]([CH2:31][O:32][C:33]2[CH:34]=[N:35][CH:36]=[CH:37][CH:38]=2)[CH2:18]1)=[O:16])([CH3:13])([CH3:12])[CH3:11].Cl.CN.C(N(C(C)C)CC)(C)C.ON1C2C=CC=CC=2N=N1.CN(C(ON1N=NC2C=CC=CC1=2)=[N+](C)C)C.[B-](F)(F)(F)F, predict the reaction product. The product is: [CH3:1][NH:4][C:28]([C:26]1[N:27]=[C:23]([N:20]2[CH2:21][CH2:22][N:17]([C:15]([O:14][C:10]([CH3:13])([CH3:12])[CH3:11])=[O:16])[CH2:18][CH:19]2[CH2:31][O:32][C:33]2[CH:34]=[N:35][CH:36]=[CH:37][CH:38]=2)[S:24][CH:25]=1)=[O:29]. (2) The product is: [CH3:1][C:2]1[S:6][C:5]([C:7]2[CH:12]=[CH:11][CH:10]=[CH:9][CH:8]=2)=[N:4][C:3]=1[CH2:13][CH2:14][O:15][C:16]1[CH:17]=[C:18]2[C:22](=[CH:23][CH:24]=1)[N:21]([CH2:37][CH:38]1[CH2:42][CH2:41][CH2:40][O:39]1)[C:20]([C:25]([O:27][CH2:28][CH3:29])=[O:26])=[CH:19]2. Given the reactants [CH3:1][C:2]1[S:6][C:5]([C:7]2[CH:12]=[CH:11][CH:10]=[CH:9][CH:8]=2)=[N:4][C:3]=1[CH2:13][CH2:14][O:15][C:16]1[CH:17]=[C:18]2[C:22](=[CH:23][CH:24]=1)[NH:21][C:20]([C:25]([O:27][CH2:28][CH3:29])=[O:26])=[CH:19]2.C(=O)([O-])[O-].[Cs+].[Cs+].Br[CH2:37][CH:38]1[CH2:42][CH2:41][CH2:40][O:39]1, predict the reaction product. (3) Given the reactants [C:1]([O:4][C@@H:5]1[C@@H:10]([O:11][C:12](=[O:14])[CH3:13])[C@H:9]([O:15][C:16](=[O:18])[CH3:17])[C@@H:8]([CH2:19][O:20][C:21](=[O:23])[CH3:22])[O:7][C@H:6]1[O:24][C:25]1[C:29]([CH2:30][C:31]2[CH:36]=[CH:35][C:34]([O:37][CH2:38][CH2:39][CH2:40][N:41]([C:47]([O:49][CH2:50][C:51]3[CH:56]=[CH:55][CH:54]=[CH:53][CH:52]=3)=[O:48])[CH2:42][CH2:43][C:44](O)=[O:45])=[CH:33][C:32]=2[CH3:57])=[C:28]([CH:58]([CH3:60])[CH3:59])[NH:27][N:26]=1)(=[O:3])[CH3:2].Cl.[NH2:62][C@H:63]([C:66]([NH2:68])=[O:67])[CH2:64][OH:65].ON1C2C=CC=CC=2N=N1.Cl.C(N=C=NCCCN(C)C)C, predict the reaction product. The product is: [C:1]([O:4][C@@H:5]1[C@@H:10]([O:11][C:12](=[O:14])[CH3:13])[C@H:9]([O:15][C:16](=[O:18])[CH3:17])[C@@H:8]([CH2:19][O:20][C:21](=[O:23])[CH3:22])[O:7][C@H:6]1[O:24][C:25]1[C:29]([CH2:30][C:31]2[CH:36]=[CH:35][C:34]([O:37][CH2:38][CH2:39][CH2:40][N:41]([C:47]([O:49][CH2:50][C:51]3[CH:52]=[CH:53][CH:54]=[CH:55][CH:56]=3)=[O:48])[CH2:42][CH2:43][C:44](=[O:45])[NH:62][C@H:63]([C:66](=[O:67])[NH2:68])[CH2:64][OH:65])=[CH:33][C:32]=2[CH3:57])=[C:28]([CH:58]([CH3:60])[CH3:59])[NH:27][N:26]=1)(=[O:3])[CH3:2]. (4) Given the reactants [Br:1][C:2]1[N:3]=[C:4]([C:7](=[O:9])[CH3:8])[S:5][CH:6]=1.[CH:10](OC)(OC)[O:11]C.[CH3:17]C1C=CC(S(O)(=O)=O)=CC=1.C([O-])(O)=O.[Na+], predict the reaction product. The product is: [Br:1][C:2]1[N:3]=[C:4]([C:7]([O:11][CH3:10])([O:9][CH3:17])[CH3:8])[S:5][CH:6]=1. (5) Given the reactants [CH2:1]([C:5]1[N:6]([CH2:18][CH2:19][O:20][CH2:21][CH2:22][NH:23][C:24](=[O:30])[O:25][C:26]([CH3:29])([CH3:28])[CH3:27])[C:7]2[C:16]3[CH:15]=[CH:14][CH:13]=[CH:12][C:11]=3[N:10]=[CH:9][C:8]=2[N:17]=1)[CH2:2][CH2:3][CH3:4].C1C=C(Cl)C=C(C(OO)=[O:39])C=1.C([O-])(O)=O.[Na+], predict the reaction product. The product is: [CH2:1]([C:5]1[N:6]([CH2:18][CH2:19][O:20][CH2:21][CH2:22][NH:23][C:24](=[O:30])[O:25][C:26]([CH3:29])([CH3:28])[CH3:27])[C:7]2[C:16]3[CH:15]=[CH:14][CH:13]=[CH:12][C:11]=3[N+:10]([O-:39])=[CH:9][C:8]=2[N:17]=1)[CH2:2][CH2:3][CH3:4]. (6) Given the reactants Br[C:2]1[CH:11]=[C:10]2[C:5]([CH2:6][CH2:7][N:8]([C:12]3[CH:17]=[C:16]([N:18]4[CH2:23][CH2:22][N:21]([CH3:24])[CH2:20][CH2:19]4)[N:15]=[C:14]([NH2:25])[N:13]=3)[CH2:9]2)=[CH:4][CH:3]=1.[N:26]1([C:32]([NH2:34])=[O:33])[CH2:31][CH2:30][CH2:29][CH2:28][CH2:27]1, predict the reaction product. The product is: [NH2:25][C:14]1[N:13]=[C:12]([N:8]2[CH2:7][CH2:6][C:5]3[C:10](=[CH:11][C:2]([NH:34][C:32]([N:26]4[CH2:31][CH2:30][CH2:29][CH2:28][CH2:27]4)=[O:33])=[CH:3][CH:4]=3)[CH2:9]2)[CH:17]=[C:16]([N:18]2[CH2:19][CH2:20][N:21]([CH3:24])[CH2:22][CH2:23]2)[N:15]=1. (7) Given the reactants [CH2:1]([S:3][C:4]1[C:5]2[N:6]([CH:13]=[C:14]([C:16]3[NH:20][N:19]=[N:18][N:17]=3)[CH:15]=2)[N:7]=[CH:8][C:9]=1[C:10]([NH2:12])=[O:11])[CH3:2].[C:21]([O-])([O-])=O.[K+].[K+].CI.CCOC(C)=O, predict the reaction product. The product is: [CH2:1]([S:3][C:4]1[C:5]2[N:6]([CH:13]=[C:14]([C:16]3[N:17]=[N:18][N:19]([CH3:21])[N:20]=3)[CH:15]=2)[N:7]=[CH:8][C:9]=1[C:10]([NH2:12])=[O:11])[CH3:2]. (8) Given the reactants [CH2:1]([O:8][C:9]([N:11]1[CH2:17][CH2:16][CH:15]2[C:13]([CH2:18][CH2:19][N:20]=[N+]=[N-])([O:14]2)[CH2:12]1)=[O:10])[C:2]1[CH:7]=[CH:6][CH:5]=[CH:4][CH:3]=1.O.C1(P(C2C=CC=CC=2)C2C=CC=CC=2)C=CC=CC=1.II, predict the reaction product. The product is: [CH2:1]([O:8][C:9]([N:11]1[CH2:17][CH2:16][CH:15]2[C:13]([CH2:18][CH2:19][NH2:20])([O:14]2)[CH2:12]1)=[O:10])[C:2]1[CH:7]=[CH:6][CH:5]=[CH:4][CH:3]=1. (9) Given the reactants CS(O[CH2:6][CH2:7][C@H:8]1[C:13]2[CH:14]=[CH:15][C:16]([C:18]([NH:20][CH3:21])=[O:19])=[CH:17][C:12]=2[CH2:11][CH2:10][O:9]1)(=O)=O.[C:22]([C:24]1[CH:25]=[C:26]2[C:31](=[CH:32][CH:33]=1)[C:30]([N:34]1[CH2:39][CH2:38][NH:37][C@H:36]([CH3:40])[CH2:35]1)=[CH:29][CH:28]=[CH:27]2)#[N:23], predict the reaction product. The product is: [C:22]([C:24]1[CH:25]=[C:26]2[C:31](=[CH:32][CH:33]=1)[C:30]([N:34]1[CH2:39][CH2:38][N:37]([CH2:6][CH2:7][C@H:8]3[C:13]4[CH:14]=[CH:15][C:16]([C:18]([NH:20][CH3:21])=[O:19])=[CH:17][C:12]=4[CH2:11][CH2:10][O:9]3)[C@H:36]([CH3:40])[CH2:35]1)=[CH:29][CH:28]=[CH:27]2)#[N:23]. (10) Given the reactants [CH:1]1([C:4]2[NH:15][C:7]3=[N:8][CH:9]=[CH:10][C:11](B(O)O)=[C:6]3[CH:5]=2)[CH2:3][CH2:2]1.P([O-])([O-])([O-])=O.[K+].[K+].[K+].Br[C:25]1[CH:30]=[CH:29][C:28]([S:31]([NH:34][CH2:35][C:36]([OH:39])([CH3:38])[CH3:37])(=[O:33])=[O:32])=[CH:27][CH:26]=1.C(O)(C(F)(F)F)=O, predict the reaction product. The product is: [CH:1]1([C:4]2[NH:15][C:7]3=[N:8][CH:9]=[CH:10][C:11]([C:25]4[CH:30]=[CH:29][C:28]([S:31]([NH:34][CH2:35][C:36]([OH:39])([CH3:37])[CH3:38])(=[O:33])=[O:32])=[CH:27][CH:26]=4)=[C:6]3[CH:5]=2)[CH2:3][CH2:2]1.